From a dataset of Reaction yield outcomes from USPTO patents with 853,638 reactions. Predict the reaction yield, written as a fraction of the theoretical maximum amount of product (1.0 means a 100% yield; for example, 0.34 means a 34% yield). The reactants are N[C:2]1[C:3]2[C:4]3[C:5](=[CH:13][N:14]([C@@H:16]4[O:22][C@H:21]([CH2:23][OH:24])[C@@H:19]([OH:20])[C@@:17]4([CH3:25])[OH:18])[N:15]=2)[CH:6]=[CH:7][C:8]=3[C:9](=[O:12])[NH:10][N:11]=1.N([O-])=[O:27].[Na+]. The catalyst is C(O)(=O)C.CC[N+](CC)(CC)CC.[Br-]. The product is [CH3:25][C@@:17]1([OH:18])[C@H:19]([OH:20])[C@@H:21]([CH2:23][OH:24])[O:22][C@H:16]1[N:14]1[CH2:13][C:5]2=[CH:6][CH:7]=[C:8]3[C:9](=[O:12])[NH:10][NH:11][C:2](=[O:27])[C:3](=[C:4]23)[NH:15]1. The yield is 0.800.